Regression. Given a peptide amino acid sequence and an MHC pseudo amino acid sequence, predict their binding affinity value. This is MHC class II binding data. From a dataset of Peptide-MHC class II binding affinity with 134,281 pairs from IEDB. (1) The peptide sequence is WKVRLLPVPPTVTVF. The MHC is HLA-DPA10103-DPB10301 with pseudo-sequence HLA-DPA10103-DPB10301. The binding affinity (normalized) is 0.647. (2) The peptide sequence is EMPSEEGYQDYEPEA. The MHC is DRB1_1302 with pseudo-sequence DRB1_1302. The binding affinity (normalized) is 0. (3) The peptide sequence is KLPINALSNSLLRHH. The MHC is DRB1_0301 with pseudo-sequence DRB1_0301. The binding affinity (normalized) is 0. (4) The peptide sequence is KEFIRCLALPFRGYL. The MHC is DRB3_0301 with pseudo-sequence DRB3_0301. The binding affinity (normalized) is 0.706. (5) The peptide sequence is LGTCQTLTPMMSSKF. The MHC is DRB1_1602 with pseudo-sequence DRB1_1602. The binding affinity (normalized) is 0.551. (6) The peptide sequence is NLARTISEAGQAMAS. The MHC is DRB1_0802 with pseudo-sequence DRB1_0802. The binding affinity (normalized) is 0.419. (7) The peptide sequence is FDPYGATISATPESK. The MHC is HLA-DPA10301-DPB10402 with pseudo-sequence HLA-DPA10301-DPB10402. The binding affinity (normalized) is 0.251.